This data is from Catalyst prediction with 721,799 reactions and 888 catalyst types from USPTO. The task is: Predict which catalyst facilitates the given reaction. (1) Reactant: C[O:2][C:3](=O)[C:4]1[CH:9]=[CH:8][C:7]([Br:10])=[CH:6][CH:5]=1.O.[NH2:13][NH2:14]. Product: [Br:10][C:7]1[CH:8]=[CH:9][C:4]([C:3]([NH:13][NH2:14])=[O:2])=[CH:5][CH:6]=1. The catalyst class is: 8. (2) Reactant: [OH:1][C:2]([CH:27]1[CH2:32][CH2:31][C:30]([CH3:37])([C:33]([O:35]C)=[O:34])[CH2:29][CH2:28]1)([C:4]1[S:5][C:6]([C:9]2[CH:14]=[C:13]([NH:15][C:16]3[N:21]=[C:20]([C:22]([F:25])([F:24])[F:23])[CH:19]=[CH:18][N:17]=3)[CH:12]=[C:11]([CH3:26])[CH:10]=2)=[CH:7][N:8]=1)[CH3:3].[OH-].[Na+].Cl. Product: [OH:1][C:2]([CH:27]1[CH2:32][CH2:31][C:30]([CH3:37])([C:33]([OH:35])=[O:34])[CH2:29][CH2:28]1)([C:4]1[S:5][C:6]([C:9]2[CH:14]=[C:13]([NH:15][C:16]3[N:21]=[C:20]([C:22]([F:23])([F:25])[F:24])[CH:19]=[CH:18][N:17]=3)[CH:12]=[C:11]([CH3:26])[CH:10]=2)=[CH:7][N:8]=1)[CH3:3]. The catalyst class is: 83.